This data is from Forward reaction prediction with 1.9M reactions from USPTO patents (1976-2016). The task is: Predict the product of the given reaction. (1) Given the reactants [Cl:1][C:2]1[C:11]2[C:6](=[CH:7][C:8]3[CH:15]=[C:14]([O:16][CH2:17][CH2:18][N:19]4[CH2:24][CH2:23][O:22][CH2:21][CH2:20]4)[C:13]([O:25][CH3:26])=[CH:12][C:9]=3[CH:10]=2)[N:5]=[CH:4][N:3]=1.[Br:27][C:28]1[CH:29]=[C:30]([CH:32]=[CH:33][CH:34]=1)[NH2:31].[ClH:35].N1C=CC=CC=1, predict the reaction product. The product is: [ClH:1].[ClH:35].[Br:27][C:28]1[CH:29]=[C:30]([NH:31][C:2]2[C:11]3[C:6](=[CH:7][C:8]4[CH:15]=[C:14]([O:16][CH2:17][CH2:18][N:19]5[CH2:24][CH2:23][O:22][CH2:21][CH2:20]5)[C:13]([O:25][CH3:26])=[CH:12][C:9]=4[CH:10]=3)[N:5]=[CH:4][N:3]=2)[CH:32]=[CH:33][CH:34]=1. (2) Given the reactants [N:1]1[CH:6]=[CH:5][CH:4]=[CH:3][C:2]=1[C:7]1[O:8][C:9]2[CH2:14][CH2:13][N:12]([C:15]3[CH:16]=[C:17]([CH:20]=[CH:21][CH:22]=3)C#N)[CH2:11][C:10]=2[N:23]=1.[Br:24]C1C=C(C=CC=1)C#N, predict the reaction product. The product is: [Br:24][C:22]1[CH:21]=[CH:20][CH:17]=[CH:16][C:15]=1[N:12]1[CH2:13][CH2:14][C:9]2[O:8][C:7]([C:2]3[CH:3]=[CH:4][CH:5]=[CH:6][N:1]=3)=[N:23][C:10]=2[CH2:11]1. (3) Given the reactants Br[CH2:2][C:3]([C:5]1[CH:14]=[C:13]2[C:8]([CH2:9][N:10]([CH2:24][C:25]3[CH:30]=[CH:29][C:28]([O:31][CH3:32])=[CH:27][CH:26]=3)[C:11](=[O:23])[N:12]2[C:15]2[C:20]([Cl:21])=[CH:19][CH:18]=[CH:17][C:16]=2[Cl:22])=[C:7]([C:33]2[CH:38]=[CH:37][CH:36]=[CH:35][C:34]=2[Cl:39])[CH:6]=1)=[O:4].[CH:40]([N:43]1[CH2:48][CH2:47][NH:46][CH2:45][CH2:44]1)([CH3:42])[CH3:41], predict the reaction product. The product is: [Cl:39][C:34]1[CH:35]=[CH:36][CH:37]=[CH:38][C:33]=1[C:7]1[CH:6]=[C:5]([C:3](=[O:4])[CH2:2][N:46]2[CH2:47][CH2:48][N:43]([CH:40]([CH3:42])[CH3:41])[CH2:44][CH2:45]2)[CH:14]=[C:13]2[C:8]=1[CH2:9][N:10]([CH2:24][C:25]1[CH:30]=[CH:29][C:28]([O:31][CH3:32])=[CH:27][CH:26]=1)[C:11](=[O:23])[N:12]2[C:15]1[C:16]([Cl:22])=[CH:17][CH:18]=[CH:19][C:20]=1[Cl:21].